Dataset: Full USPTO retrosynthesis dataset with 1.9M reactions from patents (1976-2016). Task: Predict the reactants needed to synthesize the given product. (1) Given the product [NH:1]1[C:9]2[C:4](=[C:5]([C:10]3[N:11]=[C:12]([N:22]4[CH2:27][CH2:26][O:25][CH2:24][CH2:23]4)[C:13]4[S:18][C:17]([C:19]([NH:30][CH3:29])=[O:20])=[CH:16][C:14]=4[N:15]=3)[CH:6]=[CH:7][CH:8]=2)[CH:3]=[N:2]1, predict the reactants needed to synthesize it. The reactants are: [NH:1]1[C:9]2[C:4](=[C:5]([C:10]3[N:11]=[C:12]([N:22]4[CH2:27][CH2:26][O:25][CH2:24][CH2:23]4)[C:13]4[S:18][C:17]([C:19](O)=[O:20])=[CH:16][C:14]=4[N:15]=3)[CH:6]=[CH:7][CH:8]=2)[CH:3]=[N:2]1.Cl.[CH3:29][NH2:30]. (2) Given the product [I:14][C:7]1[C:6]([C:9]2[S:10][CH:11]=[CH:12][CH:13]=2)=[N:5][N:4]([CH:1]([CH3:3])[CH3:2])[CH:8]=1, predict the reactants needed to synthesize it. The reactants are: [CH:1]([N:4]1[CH:8]=[CH:7][C:6]([C:9]2[S:10][CH:11]=[CH:12][CH:13]=2)=[N:5]1)([CH3:3])[CH3:2].[I:14]N1C(=O)CCC1=O.S([O-])([O-])(=O)=S.[Na+].[Na+].C(=O)([O-])[O-].[Na+].[Na+]. (3) Given the product [F:30][C:29]([F:31])([F:32])[C:26]1[CH:25]=[CH:24][C:23]([C:21](=[N:1][C:2]2[CH:3]=[CH:4][C:5]([O:8][C:9]3[CH:19]=[CH:18][C:12]([C:13]([O:15][CH2:16][CH3:17])=[O:14])=[CH:11][CH:10]=3)=[N:6][CH:7]=2)[CH3:20])=[CH:28][CH:27]=1, predict the reactants needed to synthesize it. The reactants are: [NH2:1][C:2]1[CH:3]=[CH:4][C:5]([O:8][C:9]2[CH:19]=[CH:18][C:12]([C:13]([O:15][CH2:16][CH3:17])=[O:14])=[CH:11][CH:10]=2)=[N:6][CH:7]=1.[CH3:20][C:21]([C:23]1[CH:28]=[CH:27][C:26]([C:29]([F:32])([F:31])[F:30])=[CH:25][CH:24]=1)=O.C12(CS(O)(=O)=O)C(C)(C)C(CC1)CC2=O.